This data is from Full USPTO retrosynthesis dataset with 1.9M reactions from patents (1976-2016). The task is: Predict the reactants needed to synthesize the given product. (1) Given the product [O:14]=[C:13]([N:15]1[CH2:16][CH2:17][N:18]2[C:22]([C:23]([F:26])([F:25])[F:24])=[N:21][N:20]=[C:19]2[CH2:27]1)[CH2:12][C@@H:11]([NH2:28])[CH2:10][C:2]1[CH:1]=[C:6]([F:7])[C:5]([F:8])=[CH:4][C:3]=1[F:9].[OH:29][C@H:30]([CH2:47][C:48]1[CH:53]=[C:52]([F:54])[C:51]([F:55])=[CH:50][C:49]=1[F:56])[CH2:31][C:32]([N:34]1[CH2:39][CH2:38][N:37]2[C:40]([C:43]([F:46])([F:45])[F:44])=[N:41][N:42]=[C:36]2[CH2:35]1)=[O:33], predict the reactants needed to synthesize it. The reactants are: [CH:1]1[C:2]([CH2:10][C@@H:11]([NH2:28])[CH2:12][C:13]([N:15]2[CH2:27][C:19]3=[N:20][N:21]=[C:22]([C:23]([F:26])([F:25])[F:24])[N:18]3[CH2:17][CH2:16]2)=[O:14])=[C:3]([F:9])[CH:4]=[C:5]([F:8])[C:6]=1[F:7].[OH:29][C@@H:30]([CH2:47][C:48]1[CH:53]=[C:52]([F:54])[C:51]([F:55])=[CH:50][C:49]=1[F:56])[CH2:31][C:32]([N:34]1[CH2:39][CH2:38][N:37]2[C:40]([C:43]([F:46])([F:45])[F:44])=[N:41][N:42]=[C:36]2[CH2:35]1)=[O:33].CS(O[C@@H](CC1C=C(F)C(F)=CC=1F)CC(N1CCN2C(C(F)(F)F)=NN=C2C1)=O)(=O)=O.CS(Cl)(=O)=O.N([C@H](CC1C=C(F)C(F)=CC=1F)CC(N1CCN2C(C(F)(F)F)=NN=C2C1)=O)=[N+]=[N-].[N-]=[N+]=[N-].[Na+].[BH4-].[Na+]. (2) Given the product [F:22][C@@H:23]1[CH2:27][N:26]([C:19](=[O:20])[CH2:18][C:15]2[CH:16]=[CH:17][C:11]3[O:10][C:9]([NH:8][C:3]4[CH:4]=[CH:5][CH:6]=[CH:7][C:2]=4[CH3:1])=[N:13][C:12]=3[CH:14]=2)[C@H:25]([CH2:28][O:29][C:30]2[CH:39]=[CH:38][C:33]([C:34]([OH:36])=[O:35])=[CH:32][CH:31]=2)[CH2:24]1, predict the reactants needed to synthesize it. The reactants are: [CH3:1][C:2]1[CH:7]=[CH:6][CH:5]=[CH:4][C:3]=1[NH:8][C:9]1[O:10][C:11]2[CH:17]=[CH:16][C:15]([CH2:18][C:19](O)=[O:20])=[CH:14][C:12]=2[N:13]=1.[F:22][C@@H:23]1[CH2:27][NH:26][C@H:25]([CH2:28][O:29][C:30]2[CH:39]=[CH:38][C:33]([C:34]([O:36]C)=[O:35])=[CH:32][CH:31]=2)[CH2:24]1.CCN=C=NCCCN(C)C.Cl.C1C=CC2N(O)N=NC=2C=1.C(N(CC)CC)C. (3) Given the product [F:1][C:2]1[CH:3]=[C:4]([NH:5][C:22](=[O:23])[O:24][C:25]2[CH:30]=[CH:29][CH:28]=[CH:27][CH:26]=2)[CH:6]=[CH:7][C:8]=1[CH2:9][CH2:10][S:11]([CH3:14])(=[O:13])=[O:12], predict the reactants needed to synthesize it. The reactants are: [F:1][C:2]1[CH:3]=[C:4]([CH:6]=[CH:7][C:8]=1[CH2:9][CH2:10][S:11]([CH3:14])(=[O:13])=[O:12])[NH2:5].N1C=CC=CC=1.Cl[C:22]([O:24][C:25]1[CH:30]=[CH:29][CH:28]=[CH:27][CH:26]=1)=[O:23]. (4) Given the product [F:26][C:19]1[CH:18]=[C:17]2[C:22]([C:23](=[O:24])[N:14]([CH2:13][C:10]3[CH:9]=[CH:8][C:7]([C:6]([OH:5])=[O:27])=[CH:12][CH:11]=3)[CH:15]=[N:16]2)=[CH:21][C:20]=1[NH:25][C:35](=[O:36])[CH2:34][C:31]1[CH:32]=[CH:33][C:28]([CH3:38])=[CH:29][CH:30]=1, predict the reactants needed to synthesize it. The reactants are: C([O:5][C:6](=[O:27])[C:7]1[CH:12]=[CH:11][C:10]([CH2:13][N:14]2[C:23](=[O:24])[C:22]3[C:17](=[CH:18][C:19]([F:26])=[C:20]([NH2:25])[CH:21]=3)[N:16]=[CH:15]2)=[CH:9][CH:8]=1)(C)(C)C.[C:28]1([CH3:38])[CH:33]=[CH:32][C:31]([CH2:34][C:35](O)=[O:36])=[CH:30][CH:29]=1.